Dataset: Reaction yield outcomes from USPTO patents with 853,638 reactions. Task: Predict the reaction yield, written as a fraction of the theoretical maximum amount of product (1.0 means a 100% yield; for example, 0.34 means a 34% yield). (1) The reactants are C(OC([N:8]1[CH2:13][CH2:12][C:11]([NH:31]C(OC(C)(C)C)=O)([C:14](=[O:30])[NH:15][CH2:16][C:17]2[CH:18]=[C:19]([C:24]3[CH:29]=[CH:28][CH:27]=[CH:26][CH:25]=3)[C:20]([Cl:23])=[CH:21][CH:22]=2)[CH2:10][CH2:9]1)=O)(C)(C)C. The catalyst is CO.Cl.O1CCOCC1. The product is [ClH:23].[Cl:23][C:20]1[C:19]([C:24]2[CH:25]=[CH:26][CH:27]=[CH:28][CH:29]=2)=[CH:18][C:17]([CH2:16][NH:15][C:14]([C:11]2([NH2:31])[CH2:12][CH2:13][NH:8][CH2:9][CH2:10]2)=[O:30])=[CH:22][CH:21]=1. The yield is 0.650. (2) The reactants are [C:1]([O:5][C:6]([N:8]1[CH:13]2[CH2:14][CH2:15][CH:9]1[CH2:10][C:11](=[O:16])[CH2:12]2)=[O:7])([CH3:4])([CH3:3])[CH3:2].[C:17]([Mg]Br)#[CH:18]. The catalyst is O1CCCC1. The yield is 0.320. The product is [C:1]([O:5][C:6]([N:8]1[CH:13]2[CH2:14][CH2:15][CH:9]1[CH2:10][C:11]([C:17]#[CH:18])([OH:16])[CH2:12]2)=[O:7])([CH3:4])([CH3:2])[CH3:3]. (3) The reactants are [CH3:1][O:2][C@H:3]1[C@@H:9]2[O:10][CH2:11][C@H:12]([O:13]C(C3C=CC=CC=3)=O)[C@@H:8]2[O:7][C@H:4]1[O:5][CH3:6].[OH-].[Na+].N1C=CC=CC=1.[CH3:30][S:31](Cl)(=[O:33])=[O:32]. The catalyst is CO.C(OCC)(=O)C.ClCCl. The product is [CH3:1][O:2][C@H:3]1[C@@H:9]2[O:10][CH2:11][C@H:12]([O:13][S:31]([CH3:30])(=[O:33])=[O:32])[C@@H:8]2[O:7][C@H:4]1[O:5][CH3:6]. The yield is 0.960. (4) The reactants are [Br:1][C:2]1[CH:3]=[C:4]([C:8]2([C:15]3[CH:20]=[CH:19][C:18]([O:21][CH3:22])=[CH:17][CH:16]=3)[C:12](=S)S[C:10](=[S:14])[NH:9]2)[CH:5]=[CH:6][CH:7]=1.[F:23][C:24]([F:29])([CH2:27][NH2:28])[CH2:25][NH2:26].C(N(CC)CC)C. The catalyst is C(O)C. The product is [Br:1][C:2]1[CH:3]=[C:4]([C:8]2([C:15]3[CH:16]=[CH:17][C:18]([O:21][CH3:22])=[CH:19][CH:20]=3)[C:12]3=[N:26][CH2:25][C:24]([F:29])([F:23])[CH2:27][N:28]3[C:10](=[S:14])[NH:9]2)[CH:5]=[CH:6][CH:7]=1. The yield is 0.500.